This data is from Forward reaction prediction with 1.9M reactions from USPTO patents (1976-2016). The task is: Predict the product of the given reaction. (1) The product is: [CH:1]1([C:4]2[C:12]3[C:11]([NH2:13])=[CH:10][CH:9]=[CH:8][C:7]=3[N:6]([CH2:16][C:17]3[CH:21]=[CH:20][N:19]([CH2:22][CH3:23])[N:18]=3)[N:5]=2)[CH2:2][CH2:3]1. Given the reactants [CH:1]1([C:4]2[C:12]3[C:7](=[CH:8][CH:9]=[CH:10][C:11]=3[N+:13]([O-])=O)[N:6]([CH2:16][C:17]3[CH:21]=[CH:20][N:19]([CH2:22][CH3:23])[N:18]=3)[N:5]=2)[CH2:3][CH2:2]1.[NH4+].[Cl-], predict the reaction product. (2) Given the reactants C(O[C:4](=[O:14])[C:5]1[CH:10]=[C:9]([F:11])[CH:8]=[CH:7][C:6]=1[CH2:12]Br)C.[CH2:15]([O:17][C:18](=[O:29])[CH2:19][CH2:20][CH2:21][C:22]1[CH:27]=[CH:26][C:25]([NH2:28])=[CH:24][CH:23]=1)[CH3:16].NC1C=CC=CC=1, predict the reaction product. The product is: [CH2:15]([O:17][C:18](=[O:29])[CH2:19][CH2:20][CH2:21][C:22]1[CH:23]=[CH:24][C:25]([N:28]2[CH2:12][C:6]3[C:5](=[CH:10][C:9]([F:11])=[CH:8][CH:7]=3)[C:4]2=[O:14])=[CH:26][CH:27]=1)[CH3:16].